Predict which catalyst facilitates the given reaction. From a dataset of Catalyst prediction with 721,799 reactions and 888 catalyst types from USPTO. (1) Reactant: [C:1]([SiH2:5][O:6][C:7]([C:30]1[CH:35]=[CH:34][CH:33]=[CH:32][CH:31]=1)([C:24]1[CH:29]=[CH:28][CH:27]=[CH:26][CH:25]=1)[C:8]1[C:13]([N:14]2[CH2:19][C@H:18]([CH3:20])[O:17][C@H:16]([CH3:21])[CH2:15]2)=[C:12]([F:22])[C:11]([F:23])=[CH:10][CH:9]=1)([CH3:4])([CH3:3])[CH3:2].C([Li])(CC)C.CON(C)[C:44](=[O:46])[CH3:45].[NH4+].[Cl-]. Product: [C:1]([SiH2:5][O:6][C:7]([C:24]1[CH:25]=[CH:26][CH:27]=[CH:28][CH:29]=1)([C:30]1[CH:35]=[CH:34][CH:33]=[CH:32][CH:31]=1)[C:8]1[C:13]([N:14]2[CH2:15][C@H:16]([CH3:21])[O:17][C@H:18]([CH3:20])[CH2:19]2)=[C:12]([F:22])[C:11]([F:23])=[C:10]([C:44](=[O:46])[CH3:45])[CH:9]=1)([CH3:3])([CH3:4])[CH3:2]. The catalyst class is: 1. (2) The catalyst class is: 1. Reactant: [Li+].C[Si]([N-][Si](C)(C)C)(C)C.[C:11]([CH:15]1[N:20]2[CH:21]=[N:22][CH:23]=[C:19]2[CH2:18][N:17]([CH2:24][C:25]2[CH:30]=[CH:29][C:28]([F:31])=[CH:27][CH:26]=2)[C:16]1=[O:32])([CH3:14])([CH3:13])[CH3:12].I[CH2:34][CH2:35][CH3:36].[NH4+].[Cl-]. Product: [C:11]([C:15]1([CH2:34][CH2:35][CH3:36])[N:20]2[CH:21]=[N:22][CH:23]=[C:19]2[CH2:18][N:17]([CH2:24][C:25]2[CH:26]=[CH:27][C:28]([F:31])=[CH:29][CH:30]=2)[C:16]1=[O:32])([CH3:14])([CH3:12])[CH3:13]. (3) Reactant: [N:1]1[N:2]([C:6]2[CH:29]=[CH:28][CH:27]=[CH:26][C:7]=2[C:8]([N:10]2[C@H:15]([CH3:16])[CH2:14][CH2:13][C@@H:12]([O:17][C:18]3[N:25]=[CH:24][CH:23]=[CH:22][C:19]=3[CH:20]=[O:21])[CH2:11]2)=[O:9])[N:3]=[CH:4][CH:5]=1.[CH3:30][Mg]Br. The catalyst class is: 1. Product: [CH3:16][C@H:15]1[N:10]([C:8]([C:7]2[CH:26]=[CH:27][CH:28]=[CH:29][C:6]=2[N:2]2[N:3]=[CH:4][CH:5]=[N:1]2)=[O:9])[CH2:11][C@H:12]([O:17][C:18]2[C:19]([C@H:20]([OH:21])[CH3:30])=[CH:22][CH:23]=[CH:24][N:25]=2)[CH2:13][CH2:14]1. (4) Reactant: [Br:1][C:2]1[CH:7]=[C:6]([CH3:8])[C:5]([CH:9]=[C:10]2[CH:16]3[CH2:17][CH:13]([CH2:14][CH2:15]3)[C:12](=[O:18])[O:11]2)=[C:4]([CH3:19])[CH:3]=1.C[O-].[Na+].Cl.O. Product: [Br:1][C:2]1[CH:7]=[C:6]([CH3:8])[C:5]([CH:9]2[C:12](=[O:18])[CH:13]3[CH2:17][CH:16]([CH2:15][CH2:14]3)[C:10]2=[O:11])=[C:4]([CH3:19])[CH:3]=1. The catalyst class is: 9. (5) Reactant: [Br:1][C:2]1[N:11]=[C:10]2[C:5]([CH:6]=[C:7]([OH:12])[N:8]=[CH:9]2)=[CH:4][CH:3]=1.Br[CH2:14][C:15]1[CH:24]=[CH:23][C:18]([C:19]([O:21][CH3:22])=[O:20])=[CH:17][CH:16]=1.C(=O)([O-])[O-].[Cs+].[Cs+]. Product: [CH3:22][O:21][C:19](=[O:20])[C:18]1[CH:23]=[CH:24][C:15]([CH2:14][N:8]2[C:7](=[O:12])[CH:6]=[C:5]3[C:10]([N:11]=[C:2]([Br:1])[CH:3]=[CH:4]3)=[CH:9]2)=[CH:16][CH:17]=1. The catalyst class is: 9. (6) Reactant: [Cl:1][C:2]1[CH:21]=[CH:20][C:5]([C:6]([N:8]2[CH2:14][C:13]3[CH:15]=[CH:16][CH:17]=[CH:18][C:12]=3[NH:11][C:10](=[O:19])[CH2:9]2)=[O:7])=[CH:4][CH:3]=1.[H-].[Na+].[C:24]([C:26]1[CH:33]=[CH:32][C:29]([CH2:30]Br)=[CH:28][CH:27]=1)#[N:25].C(OCC)(=O)C. Product: [Cl:1][C:2]1[CH:21]=[CH:20][C:5]([C:6]([N:8]2[CH2:14][C:13]3[CH:15]=[CH:16][CH:17]=[CH:18][C:12]=3[N:11]([CH2:30][C:29]3[CH:32]=[CH:33][C:26]([C:24]#[N:25])=[CH:27][CH:28]=3)[C:10](=[O:19])[CH2:9]2)=[O:7])=[CH:4][CH:3]=1. The catalyst class is: 3. (7) Reactant: CN(C(ON1N=NC2C=CC=NC1=2)=[N+](C)C)C.F[P-](F)(F)(F)(F)F.[CH3:25][O:26][CH2:27][C@@H:28]([O:30][C:31]1[CH:32]=[C:33]([CH:37]=[C:38]([O:40][C:41]2[CH:46]=[CH:45][C:44]([S:47]([CH3:50])(=[O:49])=[O:48])=[CH:43][CH:42]=2)[CH:39]=1)[C:34](O)=[O:35])[CH3:29].CCN(C(C)C)C(C)C.[NH2:60][C:61]1[CH:65]=[CH:64][N:63]([C:66]([O:68][C:69]([CH3:72])([CH3:71])[CH3:70])=[O:67])[N:62]=1. Product: [CH3:25][O:26][CH2:27][C@@H:28]([O:30][C:31]1[CH:32]=[C:33]([CH:37]=[C:38]([O:40][C:41]2[CH:42]=[CH:43][C:44]([S:47]([CH3:50])(=[O:48])=[O:49])=[CH:45][CH:46]=2)[CH:39]=1)[C:34]([NH:60][C:61]1[CH:65]=[CH:64][N:63]([C:66]([O:68][C:69]([CH3:72])([CH3:71])[CH3:70])=[O:67])[N:62]=1)=[O:35])[CH3:29]. The catalyst class is: 3. (8) The catalyst class is: 76. Reactant: [NH2:1][CH2:2][C:3]1[C:4]([NH:20][C@H:21]([C:23]2[CH:28]=[CH:27][C:26]([F:29])=[CH:25][CH:24]=2)[CH3:22])=[CH:5][C:6]2[N:10]([C:11]3[CH:15]=[C:14]([CH:16]4[CH2:18][CH2:17]4)[NH:13][N:12]=3)[CH:9]=[N:8][C:7]=2[CH:19]=1.[C:30](O)(=[O:32])[CH3:31]. Product: [CH:16]1([C:14]2[NH:13][N:12]=[C:11]([N:10]3[C:6]4[CH:5]=[C:4]([NH:20][C@H:21]([C:23]5[CH:24]=[CH:25][C:26]([F:29])=[CH:27][CH:28]=5)[CH3:22])[C:3]([CH2:2][NH:1][C:30](=[O:32])[CH3:31])=[CH:19][C:7]=4[N:8]=[CH:9]3)[CH:15]=2)[CH2:18][CH2:17]1. (9) Reactant: [SH:1][C:2]1[N:3]=[C:4]([N:16]2[CH2:21][CH2:20][S:19][CH2:18][CH2:17]2)[C:5]2[CH2:6][CH2:7][C:8]([CH3:15])([CH3:14])[CH2:9][C:10]=2[C:11]=1[C:12]#[N:13].C(=O)([O-])[O-].[K+].[K+].Cl[CH2:29][C:30]([NH2:32])=[O:31]. Product: [NH2:13][C:12]1[C:11]2[C:10]3[CH2:9][C:8]([CH3:15])([CH3:14])[CH2:7][CH2:6][C:5]=3[C:4]([N:16]3[CH2:17][CH2:18][S:19][CH2:20][CH2:21]3)=[N:3][C:2]=2[S:1][C:29]=1[C:30]([NH2:32])=[O:31]. The catalyst class is: 8.